This data is from Full USPTO retrosynthesis dataset with 1.9M reactions from patents (1976-2016). The task is: Predict the reactants needed to synthesize the given product. (1) The reactants are: [Br:1][C:2]1[CH:7]=[CH:6][C:5]([CH:8]2[C:16]3[C:11](=[CH:12][CH:13]=[CH:14][CH:15]=3)[N:10]([CH:17]([C:24]3[CH:29]=[CH:28][CH:27]=[CH:26][CH:25]=3)[C:18]3[CH:23]=[CH:22][CH:21]=[CH:20][CH:19]=3)[C:9]2=[O:30])=[C:4]([OH:31])[CH:3]=1.[C:32](=O)([O-])[O-].[Cs+].[Cs+].ClCI. Given the product [Br:1][C:2]1[CH:7]=[CH:6][C:5]2[C:8]3([CH2:32][O:31][C:4]=2[CH:3]=1)[C:16]1[C:11](=[CH:12][CH:13]=[CH:14][CH:15]=1)[N:10]([CH:17]([C:24]1[CH:25]=[CH:26][CH:27]=[CH:28][CH:29]=1)[C:18]1[CH:23]=[CH:22][CH:21]=[CH:20][CH:19]=1)[C:9]3=[O:30], predict the reactants needed to synthesize it. (2) Given the product [CH3:7][O:6][C:4](=[O:5])[C:3]1[CH:8]=[CH:9][C:10]([C:12]([O:14][CH3:15])=[O:13])=[CH:11][C:2]=1[C:27]#[N:28], predict the reactants needed to synthesize it. The reactants are: N[C:2]1[CH:11]=[C:10]([C:12]([O:14][CH3:15])=[O:13])[CH:9]=[CH:8][C:3]=1[C:4]([O:6][CH3:7])=[O:5].Cl.N([O-])=O.[Na+].C([O-])([O-])=O.[K+].[K+].[C:27]([Cu])#[N:28].[C-]#N.[Na+]. (3) Given the product [F:9][C:4]1[CH:5]=[C:6]([F:8])[CH:7]=[C:2]([F:1])[C:3]=1[CH2:10][C:11]1[O:13][N:27]=[C:21]([C:22]([O:24][CH2:25][CH3:26])=[O:23])[N:20]=1, predict the reactants needed to synthesize it. The reactants are: [F:1][C:2]1[CH:7]=[C:6]([F:8])[CH:5]=[C:4]([F:9])[C:3]=1[CH2:10][C:11]([OH:13])=O.C(Cl)(=O)C(Cl)=O.[NH2:20][C:21](=[N:27]O)[C:22]([O:24][CH2:25][CH3:26])=[O:23].C(N(CC)C(C)C)(C)C.